From a dataset of Acute oral toxicity (LD50) regression data from Zhu et al.. Regression/Classification. Given a drug SMILES string, predict its toxicity properties. Task type varies by dataset: regression for continuous values (e.g., LD50, hERG inhibition percentage) or binary classification for toxic/non-toxic outcomes (e.g., AMES mutagenicity, cardiotoxicity, hepatotoxicity). Dataset: ld50_zhu. (1) The compound is CCN(CC)CCOCCO. The rat oral LD50 is 1.82, given as -log10 of the dose in mol/kg body weight (higher means more acutely toxic). (2) The drug is COc1ccccc1O. The rat oral LD50 is 2.23, given as -log10 of the dose in mol/kg body weight (higher means more acutely toxic).